Predict the product of the given reaction. From a dataset of Forward reaction prediction with 1.9M reactions from USPTO patents (1976-2016). (1) Given the reactants [NH:1]1[CH2:6][CH2:5][O:4][CH2:3][CH2:2]1.CC(C)=O.[Br:11][CH2:12][CH2:13][CH2:14]Br, predict the reaction product. The product is: [Br:11][CH2:12][CH2:13][CH2:14][N:1]1[CH2:6][CH2:5][O:4][CH2:3][CH2:2]1. (2) Given the reactants [CH3:1][O:2][C:3]1[CH:8]=[C:7]([O:9][CH2:10][C:11]2[CH:16]=[CH:15][N:14]=[CH:13][CH:12]=2)[CH:6]=[CH:5][C:4]=1[CH:17]=[CH:18][C:19](=[O:24])[CH2:20][C:21](=[O:23])[CH3:22].[B]=O.[NH:27]1[C:35]2[C:30](=[CH:31][CH:32]=[CH:33][C:34]=2[CH:36]=O)[CH:29]=[CH:28]1.B(OC(C)C)(OC(C)C)OC(C)C.N1CCCCC1.Cl.C(=O)(O)[O-].[Na+], predict the reaction product. The product is: [NH:27]1[C:35]2[C:30](=[CH:31][CH:32]=[CH:33][C:34]=2/[CH:36]=[CH:22]/[C:21](=[O:23])[CH2:20][C:19](=[O:24])/[CH:18]=[CH:17]/[C:4]2[CH:5]=[CH:6][C:7]([O:9][CH2:10][C:11]3[CH:16]=[CH:15][N:14]=[CH:13][CH:12]=3)=[CH:8][C:3]=2[O:2][CH3:1])[CH:29]=[CH:28]1. (3) Given the reactants FC(F)(F)C1C=CC=CC=1[C:9]1([C:15]([NH2:17])=[O:16])[CH2:14][CH2:13][CH2:12][CH2:11][CH2:10]1.[F:20][C:21]([F:31])([F:30])[O:22][C:23]1[CH:29]=[CH:28][CH:27]=[CH:26][C:24]=1N, predict the reaction product. The product is: [F:20][C:21]([F:30])([F:31])[O:22][C:23]1[CH:29]=[CH:28][CH:27]=[CH:26][C:24]=1[NH:17][C:15]([CH:9]1[CH2:10][CH2:11][CH2:12][CH2:13][CH2:14]1)=[O:16]. (4) The product is: [CH3:20][NH:21][C:22]([C:24]1[C:25]2[CH:33]=[CH:32][C:31]([O:34][C:2]3[CH:7]=[CH:6][N:5]=[C:4]4[CH:8]=[C:9]([CH2:11][O:12][CH2:13][CH2:14][N:15]5[CH2:19][CH2:18][CH2:17][CH2:16]5)[S:10][C:3]=34)=[CH:30][C:26]=2[S:27][C:28]=1[CH3:29])=[O:23]. Given the reactants Cl[C:2]1[CH:7]=[CH:6][N:5]=[C:4]2[CH:8]=[C:9]([CH2:11][O:12][CH2:13][CH2:14][N:15]3[CH2:19][CH2:18][CH2:17][CH2:16]3)[S:10][C:3]=12.[CH3:20][NH:21][C:22]([C:24]1[C:25]2[CH:33]=[CH:32][C:31]([OH:34])=[CH:30][C:26]=2[S:27][C:28]=1[CH3:29])=[O:23].C(=O)([O-])[O-].[Cs+].[Cs+], predict the reaction product. (5) Given the reactants C(O[C:6]([NH:8][CH2:9][C:10](O)=O)=[O:7])(C)(C)C.Cl.C(N=C=[N:18][CH2:19][CH2:20][CH2:21]N(C)C)C.O.O[N:27]1[C:31]2C=CC=CC=2N=N1.[CH:36]([C:39]1[C:47]2[C:42](=[N:43][CH:44]=[CH:45][C:46]=2[C:48]2[CH:49]=[N:50][C:51]3[C:56]([CH:57]=2)=[CH:55][CH:54]=[CH:53][CH:52]=3)[N:41]([C:58]2[C:59](NC3CCNCC3)=[C:60]([CH:63]=[CH:64][CH:65]=2)C#N)[N:40]=1)([CH3:38])[CH3:37].C[N:74]([CH:76]=[O:77])C, predict the reaction product. The product is: [NH2:27][CH2:31][C:6]([N:8]1[CH2:9][CH2:10][CH:19]([NH:18][C:60]2[CH:59]=[C:58]([N:41]3[C:42]4=[N:43][CH:44]=[CH:45][C:46]([C:48]5[CH:49]=[N:50][C:51]6[C:56]([CH:57]=5)=[CH:55][CH:54]=[CH:53][CH:52]=6)=[C:47]4[C:39]([CH:36]([CH3:37])[CH3:38])=[N:40]3)[CH:65]=[CH:64][C:63]=2[C:76]([NH2:74])=[O:77])[CH2:20][CH2:21]1)=[O:7].